The task is: Predict the product of the given reaction.. This data is from Forward reaction prediction with 1.9M reactions from USPTO patents (1976-2016). (1) Given the reactants [CH3:1][C:2]1[C:7]([CH3:8])=[CH:6][CH:5]=[CH:4][C:3]=1[NH:9][CH2:10][CH2:11][CH2:12][C:13]([O:15][CH3:16])=[O:14].C(=O)(O)[O-].[Na+].[C:22](O[C:22]([O:24][C:25]([CH3:28])([CH3:27])[CH3:26])=[O:23])([O:24][C:25]([CH3:28])([CH3:27])[CH3:26])=[O:23], predict the reaction product. The product is: [C:25]([O:24][C:22]([N:9]([C:3]1[CH:4]=[CH:5][CH:6]=[C:7]([CH3:8])[C:2]=1[CH3:1])[CH2:10][CH2:11][CH2:12][C:13]([O:15][CH3:16])=[O:14])=[O:23])([CH3:28])([CH3:27])[CH3:26]. (2) Given the reactants [CH2:1]([O:3][C:4](=[O:18])[CH:5]([C:9]1[C:14]([F:15])=[CH:13][C:12]([OH:16])=[CH:11][C:10]=1[F:17])[O:6][CH2:7][CH3:8])[CH3:2].O[CH2:20][C:21]1[CH:26]=[CH:25][CH:24]=[CH:23][N:22]=1, predict the reaction product. The product is: [CH2:1]([O:3][C:4](=[O:18])[CH:5]([C:9]1[C:14]([F:15])=[CH:13][C:12]([O:16][CH2:20][C:21]2[CH:26]=[CH:25][CH:24]=[CH:23][N:22]=2)=[CH:11][C:10]=1[F:17])[O:6][CH2:7][CH3:8])[CH3:2]. (3) Given the reactants [Br:1][C:2]1[CH:7]=[CH:6][C:5]([Cl:8])=[CH:4][C:3]=1[N+:9]([O-])=O.[CH:12]([Mg]Br)=[CH2:13], predict the reaction product. The product is: [Br:1][C:2]1[CH:7]=[CH:6][C:5]([Cl:8])=[C:4]2[C:3]=1[NH:9][CH:13]=[CH:12]2. (4) Given the reactants S(Cl)([Cl:3])=O.[Br:5][C:6]1[CH:11]=[C:10]([O:12][CH2:13][C:14]2[N:15]([C:22]3[C:27]([Cl:28])=[CH:26][CH:25]=[CH:24][C:23]=3[Cl:29])[N:16]=[N:17][C:18]=2[CH:19]([CH3:21])[CH3:20])[CH:9]=[CH:8][C:7]=1[C:30]1[CH:35]=[CH:34][C:33]([C:36]([OH:38])=O)=[CH:32][CH:31]=1, predict the reaction product. The product is: [Br:5][C:6]1[CH:11]=[C:10]([O:12][CH2:13][C:14]2[N:15]([C:22]3[C:23]([Cl:29])=[CH:24][CH:25]=[CH:26][C:27]=3[Cl:28])[N:16]=[N:17][C:18]=2[CH:19]([CH3:20])[CH3:21])[CH:9]=[CH:8][C:7]=1[C:30]1[CH:35]=[CH:34][C:33]([C:36]([Cl:3])=[O:38])=[CH:32][CH:31]=1.